From a dataset of Forward reaction prediction with 1.9M reactions from USPTO patents (1976-2016). Predict the product of the given reaction. (1) The product is: [OH:1][CH2:2][C:3]1[CH:4]=[CH:5][C:6]([N:9]=[N:10][C:11]2[CH:16]=[CH:15][C:14]([O:17][CH2:29][C:28]([O:27][CH3:26])=[O:31])=[CH:13][C:12]=2[O:18][CH3:19])=[CH:7][CH:8]=1. Given the reactants [OH:1][CH2:2][C:3]1[CH:8]=[CH:7][C:6]([N:9]=[N:10][C:11]2[CH:16]=[CH:15][C:14]([OH:17])=[CH:13][C:12]=2[O:18][CH3:19])=[CH:5][CH:4]=1.C([O-])([O-])=O.[K+].[K+].[CH3:26][O:27][C:28](=[O:31])[CH2:29]Br.C(COC1C=CC(N=NC2C=CC(CO)=CC=2)=CC=1)(OC)=O, predict the reaction product. (2) Given the reactants [S:1]1[C:5]2[CH:6]=[CH:7][CH:8]=[CH:9][C:4]=2[C:3]([CH:10]=O)=[CH:2]1.Cl.[NH2:13][OH:14], predict the reaction product. The product is: [S:1]1[C:5]2[CH:6]=[CH:7][CH:8]=[CH:9][C:4]=2[C:3]([CH:10]=[N:13][OH:14])=[CH:2]1. (3) Given the reactants [NH2:1][C:2]1[CH:7]=[CH:6][C:5]([C:8]2[CH:13]=[CH:12][C:11]([C:14]([C@@H:16]3[CH2:18][C@H:17]3[C:19]([O:21][CH3:22])=[O:20])=[O:15])=[CH:10][CH:9]=2)=[CH:4][CH:3]=1.[F:23][C:24]1[CH:25]=[C:26]([CH2:31][C:32](O)=[O:33])[CH:27]=[CH:28][C:29]=1[F:30].CN(C1C=CC=CN=1)C.CCN=C=NCCCN(C)C, predict the reaction product. The product is: [F:23][C:24]1[CH:25]=[C:26]([CH2:31][C:32]([NH:1][C:2]2[CH:3]=[CH:4][C:5]([C:8]3[CH:13]=[CH:12][C:11]([C:14]([C@@H:16]4[CH2:18][C@H:17]4[C:19]([O:21][CH3:22])=[O:20])=[O:15])=[CH:10][CH:9]=3)=[CH:6][CH:7]=2)=[O:33])[CH:27]=[CH:28][C:29]=1[F:30]. (4) Given the reactants [F:1][C@H:2]1[CH2:6][CH2:5][NH:4][CH2:3]1.C(N(CC)CC)C.[CH:14]1([C:17]2[N:22]=[C:21]([C:23]3[NH:40][C:26]4=[N:27][C:28]([N:31]5[CH2:36][CH2:35][CH2:34][C@@H:33]([C:37](O)=[O:38])[CH2:32]5)=[CH:29][CH:30]=[C:25]4[N:24]=3)[CH:20]=[CH:19][N:18]=2)[CH2:16][CH2:15]1.F[P-](F)(F)(F)(F)F.N1(OC(N(C)C)=[N+](C)C)C2N=CC=CC=2N=N1, predict the reaction product. The product is: [CH:14]1([C:17]2[N:22]=[C:21]([C:23]3[NH:40][C:26]4=[N:27][C:28]([N:31]5[CH2:36][CH2:35][CH2:34][C@@H:33]([C:37]([N:4]6[CH2:5][CH2:6][C@H:2]([F:1])[CH2:3]6)=[O:38])[CH2:32]5)=[CH:29][CH:30]=[C:25]4[N:24]=3)[CH:20]=[CH:19][N:18]=2)[CH2:15][CH2:16]1.